The task is: Predict the reactants needed to synthesize the given product.. This data is from Full USPTO retrosynthesis dataset with 1.9M reactions from patents (1976-2016). Given the product [I-:1].[I:7][C:6]1[N:5]([CH2:8][C:9]2[CH:18]=[CH:17][C:16]3[C:11](=[CH:12][CH:13]=[CH:14][CH:15]=3)[CH:10]=2)[CH2:4][NH+:3]([CH3:20])[C:2]=1[I:1], predict the reactants needed to synthesize it. The reactants are: [I:1][C:2]1[N:3]=[CH:4][N:5]([CH2:8][C:9]2[CH:18]=[CH:17][C:16]3[C:11](=[CH:12][CH:13]=[CH:14][CH:15]=3)[CH:10]=2)[C:6]=1[I:7].I[CH3:20].